From a dataset of Catalyst prediction with 721,799 reactions and 888 catalyst types from USPTO. Predict which catalyst facilitates the given reaction. (1) Reactant: [H-].[Na+].[NH:3]1[CH2:8][CH2:7][O:6][CH2:5][C:4]1=[O:9].Br[CH2:11][CH2:12][O:13][CH2:14][C:15]1[CH:20]=[CH:19][CH:18]=[CH:17][CH:16]=1. Product: [CH2:14]([O:13][CH2:12][CH2:11][N:3]1[CH2:8][CH2:7][O:6][CH2:5][C:4]1=[O:9])[C:15]1[CH:20]=[CH:19][CH:18]=[CH:17][CH:16]=1. The catalyst class is: 18. (2) Reactant: Br[C:2]1[C:3]([C:17]2[N:27]=[C:20]3[C:21]([CH3:26])=[N:22][CH:23]=[C:24]([CH3:25])[N:19]3[N:18]=2)=[CH:4][C:5]2[N:6]([CH:8]=[C:9]([C:11]3[CH:16]=[CH:15][CH:14]=[CH:13][CH:12]=3)[N:10]=2)[CH:7]=1.CC(C)([O-])C.[Na+].C1C=CC(P(C2C(C3C(P(C4C=CC=CC=4)C4C=CC=CC=4)=CC=C4C=3C=CC=C4)=C3C(C=CC=C3)=CC=2)C2C=CC=CC=2)=CC=1.[NH:80]1[CH2:84][CH2:83][CH2:82][CH2:81]1. Product: [CH3:25][C:24]1[N:19]2[N:18]=[C:17]([C:3]3[C:2]([N:80]4[CH2:84][CH2:83][CH2:82][CH2:81]4)=[CH:7][N:6]4[CH:8]=[C:9]([C:11]5[CH:16]=[CH:15][CH:14]=[CH:13][CH:12]=5)[N:10]=[C:5]4[CH:4]=3)[N:27]=[C:20]2[C:21]([CH3:26])=[N:22][CH:23]=1. The catalyst class is: 164.